From a dataset of Catalyst prediction with 721,799 reactions and 888 catalyst types from USPTO. Predict which catalyst facilitates the given reaction. (1) Reactant: [Cl:1][C:2]1[CH:3]=[CH:4][C:5]([CH3:26])=[C:6]([C@H:8]([O:22][CH2:23][CH2:24][OH:25])[C@@H:9]2[CH2:14][CH2:13][CH2:12][N:11]([C:15]([O:17][C:18]([CH3:21])([CH3:20])[CH3:19])=[O:16])[CH2:10]2)[CH:7]=1.CCN(CC)CC.[CH3:34][S:35](Cl)(=[O:37])=[O:36]. Product: [Cl:1][C:2]1[CH:3]=[CH:4][C:5]([CH3:26])=[C:6]([C@H:8]([O:22][CH2:23][CH2:24][O:25][S:35]([CH3:34])(=[O:37])=[O:36])[C@@H:9]2[CH2:14][CH2:13][CH2:12][N:11]([C:15]([O:17][C:18]([CH3:20])([CH3:21])[CH3:19])=[O:16])[CH2:10]2)[CH:7]=1. The catalyst class is: 2. (2) Reactant: [CH3:1][O:2][C:3](=[O:20])[C:4]1[CH:9]=[C:8]([O:10][CH3:11])[C:7]([O:12][CH3:13])=[C:6]([CH2:14][CH2:15][CH:16]=[CH:17][CH2:18][CH3:19])[CH:5]=1. Product: [CH3:1][O:2][C:3](=[O:20])[C:4]1[CH:9]=[C:8]([O:10][CH3:11])[C:7]([O:12][CH3:13])=[C:6]([CH2:14][CH2:15][CH2:16][CH2:17][CH2:18][CH3:19])[CH:5]=1. The catalyst class is: 25. (3) Reactant: [F:1][C:2]1[CH:7]=[CH:6][C:5]([N:8]2[C:11](=[O:12])[C@H:10]([S:13][CH2:14][C:15]([C:17]3[CH:22]=[CH:21][C:20]([F:23])=[CH:19][CH:18]=3)=[O:16])[C@H:9]2[C:24]2[CH:34]=[CH:33][C:27]([O:28]CC(O)=O)=[CH:26][CH:25]=2)=[CH:4][CH:3]=1.Cl.C([O:40][C:41](=[O:50])[C@@H:42]([CH2:44][O:45]C(C)(C)C)[NH2:43])(C)(C)C.CN1CC[O:55][CH2:54][CH2:53]1.CN(C(ON1N=NC2C=CC=CC1=2)=[N+](C)C)C.[B-](F)(F)(F)F.C(O)(C(F)(F)F)=O. Product: [F:1][C:2]1[CH:3]=[CH:4][C:5]([N:8]2[C:11](=[O:12])[C@H:10]([S:13][CH2:14][CH:15]([C:17]3[CH:18]=[CH:19][C:20]([F:23])=[CH:21][CH:22]=3)[OH:16])[C@H:9]2[C:24]2[CH:25]=[CH:26][C:27]([O:28][CH2:53][C:54]([NH:43][C@@H:42]([C:41]([OH:40])=[O:50])[CH2:44][OH:45])=[O:55])=[CH:33][CH:34]=2)=[CH:6][CH:7]=1. The catalyst class is: 2. (4) Reactant: [Cl:1][C:2]1[C:7]([Cl:8])=[CH:6][CH:5]=[CH:4][C:3]=1[S:9]([NH:12][C:13]1[CH:18]=[CH:17][C:16]([CH2:19][C:20]#[N:21])=[CH:15][CH:14]=1)(=[O:11])=[O:10].C[O-].[Na+].[CH2:25]([O:29]C(=O)C)[CH2:26]CC. Product: [Cl:1][C:2]1[C:7]([Cl:8])=[CH:6][CH:5]=[CH:4][C:3]=1[S:9]([NH:12][C:13]1[CH:18]=[CH:17][C:16]([CH:19]([C:20]#[N:21])[C:25](=[O:29])[CH3:26])=[CH:15][CH:14]=1)(=[O:10])=[O:11]. The catalyst class is: 25. (5) Reactant: [CH3:1][S:2]([C:5]1[CH:10]=[CH:9][C:8](F)=[CH:7][CH:6]=1)(=[O:4])=[O:3].C([O-])([O-])=O.[Cs+].[Cs+].[CH3:18][O:19][C:20]([C:22]1[CH:23]=[C:24]([OH:32])[CH:25]=[C:26]2[O:30][CH:29]([CH3:31])[CH2:28][C:27]=12)=[O:21]. Product: [CH3:18][O:19][C:20]([C:22]1[CH:23]=[C:24]([O:32][C:8]2[CH:9]=[CH:10][C:5]([S:2]([CH3:1])(=[O:4])=[O:3])=[CH:6][CH:7]=2)[CH:25]=[C:26]2[O:30][CH:29]([CH3:31])[CH2:28][C:27]=12)=[O:21]. The catalyst class is: 3. (6) Reactant: [Cl:1][C:2]1[C:3]([C:12](=[N:27][O:28][CH2:29][CH3:30])[CH2:13][NH:14][C:15](=[O:26])[C:16]2[CH:21]=[CH:20][CH:19]=[CH:18][C:17]=2[C:22]([F:25])([F:24])[F:23])=[N:4][CH:5]=[C:6]([C:8]([F:11])([F:10])[F:9])[CH:7]=1.C(C1C=CC=CC=1)(=O)C1C=CC=CC=1. Product: [Cl:1][C:2]1[C:3](/[C:12](=[N:27]\[O:28][CH2:29][CH3:30])/[CH2:13][NH:14][C:15](=[O:26])[C:16]2[CH:21]=[CH:20][CH:19]=[CH:18][C:17]=2[C:22]([F:24])([F:25])[F:23])=[N:4][CH:5]=[C:6]([C:8]([F:9])([F:11])[F:10])[CH:7]=1. The catalyst class is: 10. (7) Reactant: [NH2:1][CH2:2][CH2:3][C:4]1[N:5]=[C:6]([NH:9][C:10]2[C:15]([O:16][CH2:17][C:18]3[CH:23]=[CH:22][CH:21]=[CH:20][CH:19]=3)=[CH:14][CH:13]=[CH:12][N:11]=2)[S:7][CH:8]=1.C(N(CC)CC)C.[C:31](Cl)(=[O:38])[C:32]1[CH:37]=[CH:36][CH:35]=[CH:34][CH:33]=1.C(OCC)(=O)C. Product: [CH2:17]([O:16][C:15]1[C:10]([NH:9][C:6]2[S:7][CH:8]=[C:4]([CH2:3][CH2:2][NH:1][C:31](=[O:38])[C:32]3[CH:37]=[CH:36][CH:35]=[CH:34][CH:33]=3)[N:5]=2)=[N:11][CH:12]=[CH:13][CH:14]=1)[C:18]1[CH:23]=[CH:22][CH:21]=[CH:20][CH:19]=1. The catalyst class is: 3. (8) Product: [CH3:33][S:34]([OH:37])(=[O:36])=[O:35].[NH:8]1[CH2:13][CH2:12][CH:11]([NH:14][C:15]([C:17]2[C:21]([NH:22][C:23](=[O:32])[C:24]3[C:29]([Cl:30])=[CH:28][CH:27]=[CH:26][C:25]=3[Cl:31])=[CH:20][NH:19][N:18]=2)=[O:16])[CH2:10][CH2:9]1. Reactant: C(OC([N:8]1[CH2:13][CH2:12][CH:11]([NH:14][C:15]([C:17]2[C:21]([NH:22][C:23](=[O:32])[C:24]3[C:29]([Cl:30])=[CH:28][CH:27]=[CH:26][C:25]=3[Cl:31])=[CH:20][NH:19][N:18]=2)=[O:16])[CH2:10][CH2:9]1)=O)(C)(C)C.[CH3:33][S:34]([OH:37])(=[O:36])=[O:35]. The catalyst class is: 12. (9) Product: [Cl:1][C:2]1[CH:3]=[C:4]([O:8][CH:9]([CH2:27][CH3:28])[C:10]([NH:12][C:13]([CH3:25])([CH3:26])[C:14]#[C:15][CH2:16][OH:21])=[O:11])[CH:5]=[N:6][CH:7]=1. Reactant: [Cl:1][C:2]1[CH:3]=[C:4]([O:8][CH:9]([CH2:27][CH3:28])[C:10]([NH:12][C:13]([CH3:26])([CH3:25])[C:14]#[C:15][CH:16]([O:21][SiH](C)C)C(C)(C)C)=[O:11])[CH:5]=[N:6][CH:7]=1.[F-].C([N+](CCCC)(CCCC)CCCC)CCC.CCCCCC.C(OCC)(=O)C. The catalyst class is: 7.